From a dataset of Full USPTO retrosynthesis dataset with 1.9M reactions from patents (1976-2016). Predict the reactants needed to synthesize the given product. (1) Given the product [C:1]1([NH:7][C:8](=[O:35])[NH:9][C:10]2[CH:11]=[CH:12][C:13]([C:14]([N:16]3[CH2:21][CH2:20][N:19]([CH2:22][C:23]4[CH:24]=[C:25]([CH:30]=[CH:31][CH:32]=4)[C:26]([OH:28])=[O:27])[CH2:18][CH2:17]3)=[O:15])=[CH:33][CH:34]=2)[CH:6]=[CH:5][CH:4]=[CH:3][CH:2]=1, predict the reactants needed to synthesize it. The reactants are: [C:1]1([NH:7][C:8](=[O:35])[NH:9][C:10]2[CH:34]=[CH:33][C:13]([C:14]([N:16]3[CH2:21][CH2:20][N:19]([CH2:22][C:23]4[CH:24]=[C:25]([CH:30]=[CH:31][CH:32]=4)[C:26]([O:28]C)=[O:27])[CH2:18][CH2:17]3)=[O:15])=[CH:12][CH:11]=2)[CH:6]=[CH:5][CH:4]=[CH:3][CH:2]=1.O1CCOCC1.O.[OH-].[Li+]. (2) Given the product [Br:1][C:2]1[C:3](=[O:9])[N:4]([CH3:10])[CH:5]=[C:6]([Br:8])[CH:7]=1, predict the reactants needed to synthesize it. The reactants are: [Br:1][C:2]1[C:3](=[O:9])[NH:4][CH:5]=[C:6]([Br:8])[CH:7]=1.[CH3:10]N(C=O)C.C(=O)([O-])[O-].[K+].[K+].CI. (3) Given the product [CH3:19][O:18][C:16]([C:13]1[CH:14]=[CH:15][C:10]([C:3]2[CH:4]=[C:5]([O:8][CH3:9])[CH:6]=[CH:7][C:2]=2[F:1])=[C:11]([S:75][CH:73]([CH3:74])[CH3:72])[CH:12]=1)=[O:17], predict the reactants needed to synthesize it. The reactants are: [F:1][C:2]1[CH:7]=[CH:6][C:5]([O:8][CH3:9])=[CH:4][C:3]=1[C:10]1[CH:15]=[CH:14][C:13]([C:16]([O:18][CH3:19])=[O:17])=[CH:12][C:11]=1I.C(N(C(C)C)C(C)C)C.C1(P(C2C=CC=CC=2)C2C3OC4C(=CC=CC=4P(C4C=CC=CC=4)C4C=CC=CC=4)C(C)(C)C=3C=CC=2)C=CC=CC=1.[CH3:72][CH:73]([SH:75])[CH3:74]. (4) Given the product [F:14][C:3]1[C:2]([C:18]2[CH:19]=[CH:20][N:15]=[CH:16][CH:17]=2)=[C:11]2[C:6]([CH:7]=[CH:8][C:9]([O:12][CH3:13])=[N:10]2)=[N:5][CH:4]=1, predict the reactants needed to synthesize it. The reactants are: Br[C:2]1[C:3]([F:14])=[CH:4][N:5]=[C:6]2[C:11]=1[N:10]=[C:9]([O:12][CH3:13])[CH:8]=[CH:7]2.[N:15]1[CH:20]=[CH:19][C:18](B(O)O)=[CH:17][CH:16]=1. (5) Given the product [CH3:20][O:19][CH2:18][CH2:17][O:16][C:12]1[C:11]([CH3:21])=[C:10]([C:9]2[C:5]3[CH:4]=[C:3]([CH2:2][O:24][C:25]4[N:30]=[CH:29][C:28]([C@@H:31]([C:38]#[C:39][CH3:40])[CH2:32][C:33]([O:35][CH2:36][CH3:37])=[O:34])=[CH:27][CH:26]=4)[CH:23]=[CH:22][C:6]=3[S:7][CH:8]=2)[CH:15]=[CH:14][CH:13]=1, predict the reactants needed to synthesize it. The reactants are: Br[CH2:2][C:3]1[CH:23]=[CH:22][C:6]2[S:7][CH:8]=[C:9]([C:10]3[CH:15]=[CH:14][CH:13]=[C:12]([O:16][CH2:17][CH2:18][O:19][CH3:20])[C:11]=3[CH3:21])[C:5]=2[CH:4]=1.[OH:24][C:25]1[N:30]=[CH:29][C:28]([C@@H:31]([C:38]#[C:39][CH3:40])[CH2:32][C:33]([O:35][CH2:36][CH3:37])=[O:34])=[CH:27][CH:26]=1. (6) Given the product [F:28][C@H:16]1[C@H:15]([CH2:14][O:13][C:4]2[C:3]([CH3:29])=[C:2]([NH:1][C:39]([NH:54][CH2:53][C:51]3[CH:52]=[C:47]([CH2:46][O:45][CH3:44])[CH:48]=[CH:49][C:50]=3[O:55][C:56]([F:57])([F:58])[F:59])=[O:40])[N:6]([C:7]3[CH:12]=[CH:11][CH:10]=[CH:9][CH:8]=3)[N:5]=2)[CH2:20][CH2:19][N:18]([C:21]([O:23][C:24]([CH3:25])([CH3:26])[CH3:27])=[O:22])[CH2:17]1, predict the reactants needed to synthesize it. The reactants are: [NH2:1][C:2]1[N:6]([C:7]2[CH:12]=[CH:11][CH:10]=[CH:9][CH:8]=2)[N:5]=[C:4]([O:13][CH2:14][C@@H:15]2[CH2:20][CH2:19][N:18]([C:21]([O:23][C:24]([CH3:27])([CH3:26])[CH3:25])=[O:22])[CH2:17][C@H:16]2[F:28])[C:3]=1[CH3:29].C1(C2C=CC([CH2:39][O:40]C)=CC=2CN)CC1.[CH3:44][O:45][CH2:46][C:47]1[CH:48]=[CH:49][C:50]([O:55][C:56]([F:59])([F:58])[F:57])=[C:51]([CH2:53][NH2:54])[CH:52]=1.